Dataset: Peptide-MHC class I binding affinity with 185,985 pairs from IEDB/IMGT. Task: Regression. Given a peptide amino acid sequence and an MHC pseudo amino acid sequence, predict their binding affinity value. This is MHC class I binding data. (1) The peptide sequence is ITLFDRRL. The MHC is H-2-Db with pseudo-sequence H-2-Db. The binding affinity (normalized) is 0. (2) The peptide sequence is ATFRLECPY. The MHC is HLA-A69:01 with pseudo-sequence HLA-A69:01. The binding affinity (normalized) is 0.0847. (3) The peptide sequence is VSWKNKEL. The MHC is H-2-Kb with pseudo-sequence H-2-Kb. The binding affinity (normalized) is 0.348. (4) The peptide sequence is REAVNHLPREL. The MHC is Mamu-B01 with pseudo-sequence Mamu-B01. The binding affinity (normalized) is 0. (5) The peptide sequence is GLIYNRMGTV. The MHC is HLA-B40:01 with pseudo-sequence HLA-B40:01. The binding affinity (normalized) is 0. (6) The peptide sequence is QTIVFIWFI. The MHC is HLA-B15:03 with pseudo-sequence HLA-B15:03. The binding affinity (normalized) is 0.359. (7) The peptide sequence is TQFNFNGHT. The MHC is HLA-A02:06 with pseudo-sequence HLA-A02:06. The binding affinity (normalized) is 0.148.